This data is from Peptide-MHC class II binding affinity with 134,281 pairs from IEDB. The task is: Regression. Given a peptide amino acid sequence and an MHC pseudo amino acid sequence, predict their binding affinity value. This is MHC class II binding data. (1) The peptide sequence is GRSYAADAGYAPATP. The MHC is HLA-DPA10201-DPB11401 with pseudo-sequence HLA-DPA10201-DPB11401. The binding affinity (normalized) is 0. (2) The peptide sequence is AFKVAATAANAAPVN. The MHC is DRB1_0901 with pseudo-sequence DRB1_0901. The binding affinity (normalized) is 0.810. (3) The peptide sequence is ATQARAAAAAFEQAH. The MHC is DRB1_1201 with pseudo-sequence DRB1_1201. The binding affinity (normalized) is 0. (4) The MHC is DRB1_1101 with pseudo-sequence DRB1_1101. The peptide sequence is EIYNMVKFRMIAGQE. The binding affinity (normalized) is 0.792.